Dataset: Forward reaction prediction with 1.9M reactions from USPTO patents (1976-2016). Task: Predict the product of the given reaction. Given the reactants [F:1][C:2]1[CH:3]=[CH:4][C:5]([O:24][CH3:25])=[C:6]([C:8]2[CH:13]=[CH:12][N:11]=[C:10]3[NH:14][C:15]([C:17]4[CH2:22][CH2:21][C:20](=[O:23])[CH2:19][CH:18]=4)=[CH:16][C:9]=23)[CH:7]=1.[BH4-].[Na+], predict the reaction product. The product is: [F:1][C:2]1[CH:3]=[CH:4][C:5]([O:24][CH3:25])=[C:6]([C:8]2[CH:13]=[CH:12][N:11]=[C:10]3[NH:14][C:15]([C:17]4[CH2:22][CH2:21][CH:20]([OH:23])[CH2:19][CH:18]=4)=[CH:16][C:9]=23)[CH:7]=1.